From a dataset of CYP2D6 inhibition data for predicting drug metabolism from PubChem BioAssay. Regression/Classification. Given a drug SMILES string, predict its absorption, distribution, metabolism, or excretion properties. Task type varies by dataset: regression for continuous measurements (e.g., permeability, clearance, half-life) or binary classification for categorical outcomes (e.g., BBB penetration, CYP inhibition). Dataset: cyp2d6_veith. (1) The drug is Cc1ccc(S(=O)(=O)CCCS(=O)(=O)c2ccc(C)cc2)cc1. The result is 0 (non-inhibitor). (2) The molecule is Cc1ccc(CS(=O)(=O)CCC(=O)NCc2ccccn2)cc1. The result is 0 (non-inhibitor). (3) The compound is CCOc1ccc(-c2c(=O)n(OCc3ccccn3)c3ccccc3[n+]2[O-])cc1. The result is 0 (non-inhibitor). (4) The molecule is CC[N+](CC)(CC)COc1ccc(/C=C\c2ccccc2)cc1. The result is 0 (non-inhibitor). (5) The molecule is COc1ncc2nc(C)c(=O)n(C[C@H]3CCCO3)c2n1. The result is 0 (non-inhibitor).